This data is from Full USPTO retrosynthesis dataset with 1.9M reactions from patents (1976-2016). The task is: Predict the reactants needed to synthesize the given product. (1) Given the product [CH3:47][O:46][C:41]1[CH:42]=[CH:43][CH:44]=[CH:45][C:40]=1[C:37]1[CH:38]=[C:39]2[C:34](=[CH:35][CH:36]=1)[NH:33][C:32]([CH3:49])([CH3:48])[CH:31]=[C:30]2[CH2:29][NH:10][C:11]1[CH:16]=[CH:15][CH:14]=[CH:13][CH:12]=1, predict the reactants needed to synthesize it. The reactants are: COC(=O)CSCC1[C:16]2[C:11](=[CH:12][CH:13]=[C:14](C3C=CC=CC=3OC)[CH:15]=2)[NH:10]C(C)(C)C=1.Br[CH2:29][C:30]1[C:39]2[C:34](=[CH:35][CH:36]=[C:37]([C:40]3[CH:45]=[CH:44][CH:43]=[CH:42][C:41]=3[O:46][CH3:47])[CH:38]=2)[NH:33][C:32]([CH3:49])([CH3:48])[CH:31]=1.C(=O)([O-])[O-].[K+].[K+].C(OC)(=O)CS. (2) Given the product [NH2:1][C:2]1[CH:3]=[CH:4][C:5]([C:6]([NH:11][CH:12]2[CH2:17][CH2:16][N:15]([CH3:18])[CH2:14][CH2:13]2)=[O:8])=[CH:9][CH:10]=1, predict the reactants needed to synthesize it. The reactants are: [NH2:1][C:2]1[CH:10]=[CH:9][C:5]([C:6]([OH:8])=O)=[CH:4][CH:3]=1.[NH2:11][CH:12]1[CH2:17][CH2:16][N:15]([CH3:18])[CH2:14][CH2:13]1.CCN(C(C)C)C(C)C.CN(C(ON1N=NC2C=CC=NC1=2)=[N+](C)C)C.F[P-](F)(F)(F)(F)F. (3) Given the product [CH2:34]([O:33][C:31](=[O:32])[NH:20][CH2:19][CH:16]1[CH2:15][C:14]2[CH:13]=[CH:12][CH:11]=[C:10]([C:3]3[C:4]([Cl:9])=[CH:5][C:6]([Cl:8])=[CH:7][C:2]=3[Cl:1])[C:18]=2[O:17]1)[C:35]1[CH:40]=[CH:39][CH:38]=[CH:37][CH:36]=1, predict the reactants needed to synthesize it. The reactants are: [Cl:1][C:2]1[CH:7]=[C:6]([Cl:8])[CH:5]=[C:4]([Cl:9])[C:3]=1[C:10]1[C:18]2[O:17][CH:16]([CH2:19][NH2:20])[CH2:15][C:14]=2[CH:13]=[CH:12][CH:11]=1.C(N(C(C)C)CC)(C)C.Cl[C:31]([O:33][CH2:34][C:35]1[CH:40]=[CH:39][CH:38]=[CH:37][CH:36]=1)=[O:32].C1(C2C3OC(CNC(=O)OCC4C=CC=CC=4)CC=3C=CC=2)CCCC1. (4) Given the product [CH2:1]([O:8][CH2:9][C:10]([C:11]1[O:13][C:14]2[C:19](=[C:18]([C:21]#[N:22])[C:17]([CH3:23])=[C:16]([C:24]3[CH:29]=[CH:28][CH:27]=[CH:26][CH:25]=3)[C:15]=2[F:30])[N:20]=1)([CH3:32])[CH3:31])[C:2]1[CH:7]=[CH:6][CH:5]=[CH:4][CH:3]=1, predict the reactants needed to synthesize it. The reactants are: [CH2:1]([O:8][CH2:9][C:10]([CH3:32])([CH3:31])[C:11]([O:13][C:14]1[C:15]([F:30])=[C:16]([C:24]2[CH:29]=[CH:28][CH:27]=[CH:26][CH:25]=2)[C:17]([CH3:23])=[C:18]([C:21]#[N:22])[C:19]=1[NH2:20])=O)[C:2]1[CH:7]=[CH:6][CH:5]=[CH:4][CH:3]=1.O.C1(C)C=CC(S(O)(=O)=O)=CC=1.C1(C)C=CC=CC=1. (5) Given the product [NH2:1][C:2]1[C:7]([C:8]#[N:9])=[C:6]([C:10]2[CH:15]=[CH:14][CH:13]=[CH:12][CH:11]=2)[N:5]=[C:4]([NH:16][C:28](=[O:29])[CH2:27][C:20]2[CH:21]=[C:22]([O:25][CH3:26])[CH:23]=[CH:24][C:19]=2[O:17][CH3:18])[CH:3]=1, predict the reactants needed to synthesize it. The reactants are: [NH2:1][C:2]1[C:7]([C:8]#[N:9])=[C:6]([C:10]2[CH:15]=[CH:14][CH:13]=[CH:12][CH:11]=2)[N:5]=[C:4]([NH2:16])[CH:3]=1.[O:17]([C:19]1[CH:24]=[CH:23][C:22]([O:25][CH3:26])=[CH:21][C:20]=1[CH2:27][C:28](Cl)=[O:29])[CH3:18].N1C=CC=CC=1. (6) Given the product [C:1]([O:5][C:6](=[O:54])[NH:7][CH2:8][C:9]1[CH:14]=[C:13]([NH:15][CH:16]([C:29]2[CH:34]=[C:33]([CH2:35][CH3:36])[CH:32]=[C:31]([O:37][CH2:38][CH2:39][OH:40])[C:30]=2[F:51])[C:17]2[NH:21][C:20](=[O:22])[N:19]([C:23]3[N:24]=[CH:25][CH:26]=[CH:27][N:28]=3)[N:18]=2)[CH:12]=[CH:11][C:10]=1[C:52]#[N:53])([CH3:2])([CH3:3])[CH3:4], predict the reactants needed to synthesize it. The reactants are: [C:1]([O:5][C:6](=[O:54])[NH:7][CH2:8][C:9]1[CH:14]=[C:13]([NH:15][CH:16]([C:29]2[CH:34]=[C:33]([CH2:35][CH3:36])[CH:32]=[C:31]([O:37][CH2:38][CH2:39][O:40][Si](C(C)C)(C(C)C)C(C)C)[C:30]=2[F:51])[C:17]2[NH:21][C:20](=[O:22])[N:19]([C:23]3[N:28]=[CH:27][CH:26]=[CH:25][N:24]=3)[N:18]=2)[CH:12]=[CH:11][C:10]=1[C:52]#[N:53])([CH3:4])([CH3:3])[CH3:2].C1COCC1.[F-].C([N+](CCCC)(CCCC)CCCC)CCC.C(OCC)(=O)C.